From a dataset of Full USPTO retrosynthesis dataset with 1.9M reactions from patents (1976-2016). Predict the reactants needed to synthesize the given product. (1) The reactants are: C([O:8][C:9]1[C:10]([O:41][CH3:42])=[CH:11][C:12]2[C:18](=[O:19])[N:17]3[CH:20]=[C:21](OS(C(F)(F)F)(=O)=O)[CH2:22][CH:16]3[C:15](=[O:31])[N:14]([CH2:32][O:33][CH2:34][CH2:35][Si:36]([CH3:39])([CH3:38])[CH3:37])[C:13]=2[CH:40]=1)C1C=CC=CC=1. Given the product [OH:8][C:9]1[C:10]([O:41][CH3:42])=[CH:11][C:12]2[C:18](=[O:19])[N:17]3[CH2:20][CH2:21][CH2:22][CH:16]3[C:15](=[O:31])[N:14]([CH2:32][O:33][CH2:34][CH2:35][Si:36]([CH3:37])([CH3:38])[CH3:39])[C:13]=2[CH:40]=1, predict the reactants needed to synthesize it. (2) Given the product [CH2:1]([O:8][C:9]1[CH:14]=[CH:13][C:12]([CH:15]2[CH:20]=[CH:19][N:18]([CH:21]([C:23]3[CH:28]=[CH:27][CH:26]=[CH:25][CH:24]=3)[CH3:22])[CH2:17][CH:16]2[O:29][Si:44]([CH:51]([CH3:53])[CH3:52])([CH:48]([CH3:50])[CH3:49])[CH:45]([CH3:47])[CH3:46])=[CH:11][CH:10]=1)[C:2]1[CH:3]=[CH:4][CH:5]=[CH:6][CH:7]=1, predict the reactants needed to synthesize it. The reactants are: [CH2:1]([O:8][C:9]1[CH:14]=[CH:13][C:12]([CH:15]2[CH:20]=[CH:19][N:18]([CH:21]([C:23]3[CH:28]=[CH:27][CH:26]=[CH:25][CH:24]=3)[CH3:22])[CH2:17][CH:16]2[OH:29])=[CH:11][CH:10]=1)[C:2]1[CH:7]=[CH:6][CH:5]=[CH:4][CH:3]=1.N1C(C)=CC=CC=1C.FC(F)(F)S(O[Si:44]([CH:51]([CH3:53])[CH3:52])([CH:48]([CH3:50])[CH3:49])[CH:45]([CH3:47])[CH3:46])(=O)=O.O. (3) Given the product [F:36][C:34]1[CH:33]=[CH:32][C:31]([O:37][C:2]2[CH:20]=[C:19]([C:21]([F:27])([F:26])[C:22]([F:24])([F:25])[F:23])[CH:18]=[CH:17][C:3]=2[C:4]([NH:6][C:7]2[CH:12]=[CH:11][CH:10]=[C:9]([S:13](=[O:15])(=[O:16])[NH2:14])[CH:8]=2)=[O:5])=[C:30]([O:29][CH3:28])[CH:35]=1, predict the reactants needed to synthesize it. The reactants are: F[C:2]1[CH:20]=[C:19]([C:21]([F:27])([F:26])[C:22]([F:25])([F:24])[F:23])[CH:18]=[CH:17][C:3]=1[C:4]([NH:6][C:7]1[CH:12]=[CH:11][CH:10]=[C:9]([S:13](=[O:16])(=[O:15])[NH2:14])[CH:8]=1)=[O:5].[CH3:28][O:29][C:30]1[CH:35]=[C:34]([F:36])[CH:33]=[CH:32][C:31]=1[OH:37].C([O-])([O-])=O.[Cs+].[Cs+]. (4) Given the product [Cl:14][CH2:13][CH2:12][CH2:11][O:9][C:4]1[CH:5]=[CH:6][C:7]([CH3:8])=[C:2]([CH3:1])[CH:3]=1, predict the reactants needed to synthesize it. The reactants are: [CH3:1][C:2]1[CH:3]=[C:4]([OH:9])[CH:5]=[CH:6][C:7]=1[CH3:8].Br[CH2:11][CH2:12][CH2:13][Cl:14]. (5) Given the product [F:11][C:12]1[C:19]([F:20])=[C:18]([CH3:21])[C:17]([F:22])=[C:16]([F:23])[C:13]=1[CH2:14][NH:10][C:8]1[CH:7]=[CH:6][C:5]2[NH:1][CH:2]=[N:3][C:4]=2[CH:9]=1, predict the reactants needed to synthesize it. The reactants are: [N:1]1[C:5]2[CH:6]=[CH:7][C:8]([NH2:10])=[CH:9][C:4]=2[NH:3][CH:2]=1.[F:11][C:12]1[C:19]([F:20])=[C:18]([CH3:21])[C:17]([F:22])=[C:16]([F:23])[C:13]=1[CH2:14]Br.C([O-])([O-])=O.[K+].[K+]. (6) Given the product [F:21][C:22]([F:33])([F:32])[C:23]([NH:1][CH2:2][CH2:3][NH:4][C:5](=[O:11])[O:6][C:7]([CH3:8])([CH3:10])[CH3:9])=[O:24], predict the reactants needed to synthesize it. The reactants are: [NH2:1][CH2:2][CH2:3][NH:4][C:5](=[O:11])[O:6][C:7]([CH3:10])([CH3:9])[CH3:8].N1C=CC=CC=1.ClCCl.[F:21][C:22]([F:33])([F:32])[C:23](O[C:23](=[O:24])[C:22]([F:33])([F:32])[F:21])=[O:24]. (7) The reactants are: Cl.C[O:3][C:4](=[O:39])[C:5]1[CH:10]=[CH:9][C:8]([CH2:11][O:12][C:13]2[CH:18]=[CH:17][C:16]([CH2:19][C@H:20]([NH2:38])[C:21]3[N:22]([CH2:34][CH2:35][CH2:36][CH3:37])[CH:23]=[C:24]([C:26]4[CH:31]=[CH:30][C:29]([Cl:32])=[CH:28][C:27]=4[Cl:33])[N:25]=3)=[CH:15][CH:14]=2)=[CH:7][CH:6]=1.[CH:40]1[C:49]2[C:44](=[CH:45][CH:46]=[CH:47][CH:48]=2)[CH:43]=[C:42]([C:50](O)=[O:51])[N:41]=1. Given the product [CH2:34]([N:22]1[CH:23]=[C:24]([C:26]2[CH:31]=[CH:30][C:29]([Cl:32])=[CH:28][C:27]=2[Cl:33])[N:25]=[C:21]1[C@@H:20]([NH:38][C:50]([C:42]1[N:41]=[CH:40][C:49]2[C:44]([CH:43]=1)=[CH:45][CH:46]=[CH:47][CH:48]=2)=[O:51])[CH2:19][C:16]1[CH:15]=[CH:14][C:13]([O:12][CH2:11][C:8]2[CH:7]=[CH:6][C:5]([C:4]([OH:3])=[O:39])=[CH:10][CH:9]=2)=[CH:18][CH:17]=1)[CH2:35][CH2:36][CH3:37], predict the reactants needed to synthesize it.